From a dataset of Reaction yield outcomes from USPTO patents with 853,638 reactions. Predict the reaction yield, written as a fraction of the theoretical maximum amount of product (1.0 means a 100% yield; for example, 0.34 means a 34% yield). (1) The reactants are [Br:1][C:2]1[CH:10]=[C:9](/[CH:11]=[CH:12]/[CH:13]([C:18]2[CH:23]=[C:22]([Cl:24])[C:21]([F:25])=[C:20]([Cl:26])[CH:19]=2)[C:14]([F:17])([F:16])[F:15])[CH:8]=[CH:7][C:3]=1[C:4](O)=[O:5].[NH2:27][CH2:28][C:29]([NH:31][CH2:32][C:33]([F:36])([F:35])[F:34])=[O:30].C1CN([P+](ON2N=NC3C=CC=CC2=3)(N2CCCC2)N2CCCC2)CC1.F[P-](F)(F)(F)(F)F.CCN(C(C)C)C(C)C. The catalyst is C(Cl)Cl.O. The product is [Br:1][C:2]1[CH:10]=[C:9](/[CH:11]=[CH:12]/[CH:13]([C:18]2[CH:19]=[C:20]([Cl:26])[C:21]([F:25])=[C:22]([Cl:24])[CH:23]=2)[C:14]([F:17])([F:16])[F:15])[CH:8]=[CH:7][C:3]=1[C:4]([NH:27][CH2:28][C:29](=[O:30])[NH:31][CH2:32][C:33]([F:36])([F:35])[F:34])=[O:5]. The yield is 0.310. (2) The reactants are C(OC(N[N:9]1[CH2:13][C@@H:12]([O:14][CH3:15])[CH2:11][C@@:10]1([CH2:19][O:20][CH3:21])[C:16]([OH:18])=O)=O)(C)(C)C.[CH3:22][O:23][C:24](=[O:31])[CH2:25][CH2:26][C:27]([CH2:29][NH2:30])=[O:28].CCN=C=N[CH2:37][CH2:38][CH2:39]N(C)C.Cl.ON1C2C=CC=CC=2N=N1.[CH2:54](N(CC)CC)C.[C:61]([O:64]CC)(=[O:63])C. The catalyst is CN(C)C=O.O. The product is [CH3:15][O:14][C@@H:12]1[CH2:13][N:9]([C:61]([O:64][C:38]([CH3:39])([CH3:54])[CH3:37])=[O:63])[C@@:10]([C:16]([NH:30][CH2:29][C:27](=[O:28])[CH2:26][CH2:25][C:24]([O:23][CH3:22])=[O:31])=[O:18])([CH2:19][O:20][CH3:21])[CH2:11]1. The yield is 0.220. (3) No catalyst specified. The reactants are [O:1]=[C:2]1[CH2:6][CH2:5][CH2:4][N:3]1[CH2:7]CC#N.[OH-:11].[Na+].[O:13]1[CH2:18][CH2:17]OCC1. The yield is 0.490. The product is [O:1]=[C:2]1[CH2:6][CH2:5][CH2:4][N:3]1[CH2:7][CH2:17][C:18]([OH:13])=[O:11].